The task is: Predict the reaction yield, written as a fraction of the theoretical maximum amount of product (1.0 means a 100% yield; for example, 0.34 means a 34% yield).. This data is from Reaction yield outcomes from USPTO patents with 853,638 reactions. (1) The reactants are [F:1][CH:2]([CH:8](O)[C:9]1[CH:14]=[CH:13][C:12]([C:15]2[N:19]=[CH:18][N:17]([C:20]3[CH:25]=[CH:24][C:23]([O:26][C:27]([F:30])([F:29])[F:28])=[CH:22][CH:21]=3)[N:16]=2)=[CH:11][CH:10]=1)[C:3]([O:5][CH2:6][CH3:7])=[O:4].COCCN(S(F)(F)[F:42])CCOC. The catalyst is ClCCl. The product is [F:1][CH:2]([CH:8]([F:42])[C:9]1[CH:14]=[CH:13][C:12]([C:15]2[N:19]=[CH:18][N:17]([C:20]3[CH:21]=[CH:22][C:23]([O:26][C:27]([F:28])([F:30])[F:29])=[CH:24][CH:25]=3)[N:16]=2)=[CH:11][CH:10]=1)[C:3]([O:5][CH2:6][CH3:7])=[O:4]. The yield is 0.470. (2) The reactants are [F:1][C:2]([F:9])([F:8])/[CH:3]=[CH:4]/[C:5](O)=[O:6].C(Cl)(=O)C(Cl)=O.Cl.Cl.[CH3:18][N:19]([C:24]1[CH:25]=[N:26][CH:27]=[C:28]([CH3:30])[CH:29]=1)[CH2:20][CH2:21][NH:22][CH3:23].CCOP(O)N(C(C)C)C(C)C. The catalyst is ClCCl. The product is [F:1][C:2]([F:9])([F:8])/[CH:3]=[CH:4]/[C:5]([N:22]([CH3:23])[CH2:21][CH2:20][N:19]([CH3:18])[C:24]1[CH:25]=[N:26][CH:27]=[C:28]([CH3:30])[CH:29]=1)=[O:6]. The yield is 0.530. (3) The reactants are [O:1]=[C:2]1[NH:7][C:6]2[CH:8]=[C:9]([C:12]#[N:13])[CH:10]=[CH:11][C:5]=2[O:4][CH2:3]1.[H-].[Na+].CS(O[CH2:21][CH2:22][C@H:23]1[CH2:28][CH2:27][C@H:26]([NH:29][C:30]([O:32][C:33]([CH3:36])([CH3:35])[CH3:34])=[O:31])[CH2:25][CH2:24]1)(=O)=O.COC1C=C2C(C=CC(=O)N2CCN2CCC(NC(=O)OC(C)(C)C)CC2)=CC=1. The catalyst is ClCCl.CO. The product is [C:12]([C:9]1[CH:10]=[CH:11][C:5]2[O:4][CH2:3][C:2](=[O:1])[N:7]([CH2:21][CH2:22][C@H:23]3[CH2:24][CH2:25][C@H:26]([NH:29][C:30](=[O:31])[O:32][C:33]([CH3:36])([CH3:35])[CH3:34])[CH2:27][CH2:28]3)[C:6]=2[CH:8]=1)#[N:13]. The yield is 0.500. (4) The product is [F:10][C:2]1[CH:9]=[CH:8][C:5]([C:6]#[N:7])=[CH:4][CH:3]=1. The reactants are Cl[C:2]1[CH:9]=[CH:8][C:5]([C:6]#[N:7])=[CH:4][CH:3]=1.[F-:10].[K+]. The catalyst is CS(C)=O. The yield is 0.750.